This data is from Full USPTO retrosynthesis dataset with 1.9M reactions from patents (1976-2016). The task is: Predict the reactants needed to synthesize the given product. (1) Given the product [F:9][C:8]([F:11])([F:10])[C:7]1[C:2]([O:18][C:19]2[CH:20]=[CH:21][C:22]([C:23]([O:25][CH2:26][CH3:27])=[O:24])=[CH:28][CH:29]=2)=[N:3][CH:4]=[CH:5][CH:6]=1, predict the reactants needed to synthesize it. The reactants are: F[C:2]1[C:7]([C:8]([F:11])([F:10])[F:9])=[CH:6][CH:5]=[CH:4][N:3]=1.C(=O)([O-])[O-].[Cs+].[Cs+].[OH:18][C:19]1[CH:29]=[CH:28][C:22]([C:23]([O:25][CH2:26][CH3:27])=[O:24])=[CH:21][CH:20]=1. (2) Given the product [Cl:1][C:2]1[CH:14]=[CH:13][C:5]([O:6][C:7]([CH3:12])([CH3:11])[C:8]([NH2:19])=[O:9])=[C:4]([F:15])[CH:3]=1, predict the reactants needed to synthesize it. The reactants are: [Cl:1][C:2]1[CH:14]=[CH:13][C:5]([O:6][C:7]([CH3:12])([CH3:11])[C:8](O)=[O:9])=[C:4]([F:15])[CH:3]=1.Cl.C([N:19]=C=NCCCN(C)C)C.[OH-].[NH4+].